Predict the reactants needed to synthesize the given product. From a dataset of Full USPTO retrosynthesis dataset with 1.9M reactions from patents (1976-2016). (1) Given the product [CH3:3][CH:2]([O:4][C:5]1[CH:6]=[C:7]([O:20][C:21]2[CH:22]=[CH:23][C:24]([C:25]([OH:27])=[O:26])=[CH:30][CH:31]=2)[CH:8]=[C:9]([C:11]([NH:13][C:14]2[CH:18]=[CH:17][N:16]([CH3:19])[N:15]=2)=[O:12])[CH:10]=1)[CH3:1], predict the reactants needed to synthesize it. The reactants are: [CH3:1][CH:2]([O:4][C:5]1[CH:6]=[C:7]([O:20][C:21]2[CH:31]=[CH:30][C:24]([C:25]([O:27]CC)=[O:26])=[CH:23][CH:22]=2)[CH:8]=[C:9]([C:11]([NH:13][C:14]2[CH:18]=[CH:17][N:16]([CH3:19])[N:15]=2)=[O:12])[CH:10]=1)[CH3:3].O.[OH-].[Li+]. (2) Given the product [CH:16]1([CH2:15][C@H:11]([CH2:10][N:9]([CH:21]=[O:22])[OH:8])[C:12]([NH:24][C@H:25]([C:26]([N:28]2[CH2:33][CH2:32][CH:31]([NH:34][S:35]([C:38]3[CH:39]=[CH:40][C:41]([C:44]([F:46])([F:47])[F:45])=[CH:42][CH:43]=3)(=[O:37])=[O:36])[CH2:30][CH2:29]2)=[O:27])[C:48]([CH3:49])([CH3:50])[CH3:51])=[O:14])[CH2:17][CH2:18][CH2:19][CH2:20]1, predict the reactants needed to synthesize it. The reactants are: C([O:8][N:9]([CH:21]=[O:22])[CH2:10][C@@H:11]([CH2:15][CH:16]1[CH2:20][CH2:19][CH2:18][CH2:17]1)[C:12]([OH:14])=O)C1C=CC=CC=1.Cl.[NH2:24][C@@H:25]([C:48]([CH3:51])([CH3:50])[CH3:49])[C:26]([N:28]1[CH2:33][CH2:32][CH:31]([NH:34][S:35]([C:38]2[CH:43]=[CH:42][C:41]([C:44]([F:47])([F:46])[F:45])=[CH:40][CH:39]=2)(=[O:37])=[O:36])[CH2:30][CH2:29]1)=[O:27]. (3) Given the product [C:1]([C:2]([CH2:10][OH:12])([F:3])[Cl:4])([F:8])([F:7])[F:6], predict the reactants needed to synthesize it. The reactants are: [C:1]([F:8])([F:7])([F:6])[C:2](Cl)([Cl:4])[F:3].Cl.[CH2:10]([O:12]CC)C. (4) Given the product [Cl:1][C:2]1[CH:7]=[C:6]([CH:5]=[C:4]([C:11]2[N:15]([CH3:16])[C:14]([CH3:17])=[N:13][CH:12]=2)[CH:3]=1)[NH2:8], predict the reactants needed to synthesize it. The reactants are: [Cl:1][C:2]1[CH:3]=[C:4]([C:11]2[N:15]([CH3:16])[C:14]([CH3:17])=[N:13][CH:12]=2)[CH:5]=[C:6]([N+:8]([O-])=O)[CH:7]=1.[Cl-].[NH4+]. (5) Given the product [CH3:9][C:3]1[CH:4]=[C:5]([NH2:6])[CH:7]=[CH:8][C:2]=1[B:13]1[O:14][C:15]([CH3:17])([CH3:16])[C:11]([CH3:18])([CH3:10])[O:12]1, predict the reactants needed to synthesize it. The reactants are: Br[C:2]1[CH:8]=[CH:7][C:5]([NH2:6])=[CH:4][C:3]=1[CH3:9].[CH3:10][C:11]1([CH3:18])[C:15]([CH3:17])([CH3:16])[O:14][BH:13][O:12]1.